The task is: Predict the reactants needed to synthesize the given product.. This data is from Full USPTO retrosynthesis dataset with 1.9M reactions from patents (1976-2016). (1) Given the product [F:29][C:27]1[CH:26]=[CH:25][CH:24]=[C:23]2[C:28]=1[N:20]([S:17]([C:15]1[CH:14]=[CH:13][C:12]([O:30][CH3:31])=[C:11]([N:8]3[CH2:9][CH2:10][NH:5][CH2:6][CH2:7]3)[CH:16]=1)(=[O:19])=[O:18])[CH:21]=[CH:22]2, predict the reactants needed to synthesize it. The reactants are: ClC(Cl)(Cl)C([N:5]1[CH2:10][CH2:9][N:8]([C:11]2[CH:16]=[C:15]([S:17]([N:20]3[C:28]4[C:23](=[CH:24][CH:25]=[CH:26][C:27]=4[F:29])[CH:22]=[CH:21]3)(=[O:19])=[O:18])[CH:14]=[CH:13][C:12]=2[O:30][CH3:31])[CH2:7][CH2:6]1)=O.[OH-].[K+]. (2) Given the product [O:6]1[C:7]2[CH:12]=[CH:11][CH:10]=[CH:9][C:8]=2[C:4]([CH2:3][CH2:2][CH2:13][NH:14][CH:15]2[CH2:24][C:23]3[C:22]([C:25]([NH2:27])=[O:26])=[CH:21][CH:20]=[C:19]([F:28])[C:18]=3[O:17][CH2:16]2)=[CH:5]1, predict the reactants needed to synthesize it. The reactants are: Br[CH:2]([CH3:13])[CH2:3][C:4]1[C:8]2[CH:9]=[CH:10][CH:11]=[CH:12][C:7]=2[O:6][CH:5]=1.[NH2:14][CH:15]1[CH2:24][C:23]2[C:22]([C:25]([NH2:27])=[O:26])=[CH:21][CH:20]=[C:19]([F:28])[C:18]=2[O:17][CH2:16]1.C(N(CC)CC)C.C(Cl)Cl.CO. (3) Given the product [F:29][C:30]([F:43])([F:44])[C:31]1[CH:32]=[C:33]([CH:36]=[C:37]([C:39]([F:42])([F:40])[F:41])[CH:38]=1)[CH2:34][N:22]1[C@@H:21]([CH3:26])[C@@H:20]([C:11]2[CH:12]=[C:13]([C:16]([F:17])([F:18])[F:19])[CH:14]=[CH:15][C:10]=2[C:8]2[CH:9]=[C:4]([CH:1]([CH3:3])[CH3:2])[CH:5]=[CH:6][C:7]=2[O:27][CH3:28])[O:24][C:23]1=[O:25], predict the reactants needed to synthesize it. The reactants are: [CH:1]([C:4]1[CH:5]=[CH:6][C:7]([O:27][CH3:28])=[C:8]([C:10]2[CH:15]=[CH:14][C:13]([C:16]([F:19])([F:18])[F:17])=[CH:12][C:11]=2[C@H:20]2[O:24][C:23](=[O:25])[NH:22][C@H:21]2[CH3:26])[CH:9]=1)([CH3:3])[CH3:2].[F:29][C:30]([F:44])([F:43])[C:31]1[CH:32]=[C:33]([CH:36]=[C:37]([C:39]([F:42])([F:41])[F:40])[CH:38]=1)[CH2:34]Br.